This data is from Catalyst prediction with 721,799 reactions and 888 catalyst types from USPTO. The task is: Predict which catalyst facilitates the given reaction. Reactant: [Cl:1][CH2:2][CH2:3][CH2:4][C:5](Cl)=[O:6].[N:8]1([NH2:14])[CH2:13][CH2:12][CH2:11][CH2:10][CH2:9]1.C(=O)(O)[O-].[Na+]. Product: [Cl:1][CH2:2][CH2:3][CH2:4][C:5]([NH:14][N:8]1[CH2:13][CH2:12][CH2:11][CH2:10][CH2:9]1)=[O:6]. The catalyst class is: 4.